Dataset: Catalyst prediction with 721,799 reactions and 888 catalyst types from USPTO. Task: Predict which catalyst facilitates the given reaction. (1) Reactant: [CH2:1]([C:4]1[CH:12]=[CH:11][C:7]([C:8]([OH:10])=[O:9])=[CH:6][CH:5]=1)[C:2]#[CH:3].Br[C:14]1[C:15]([NH:22][CH2:23][C:24]([CH3:27])([CH3:26])[CH3:25])=[N:16][C:17]([C:20]#[N:21])=[N:18][CH:19]=1.C(N(CC)CC)C.[Cl-].[NH4+]. Product: [C:20]([C:17]1[N:18]=[CH:19][C:14]2[CH:3]=[C:2]([CH2:1][C:4]3[CH:12]=[CH:11][C:7]([C:8]([OH:10])=[O:9])=[CH:6][CH:5]=3)[N:22]([CH2:23][C:24]([CH3:27])([CH3:26])[CH3:25])[C:15]=2[N:16]=1)#[N:21]. The catalyst class is: 538. (2) Reactant: [F:1][C:2]1[CH:3]=[C:4]([CH:6]=[CH:7][C:8]=1[O:9][C:10]1[CH:15]=[CH:14][N:13]=[C:12]2[NH:16][CH:17]=[C:18]([CH2:19][CH2:20][O:21][CH3:22])[C:11]=12)[NH2:5].Cl[C:24]1[CH:29]=[C:28]([C:30]([F:33])([F:32])[F:31])[N:27]=[C:26]([NH2:34])[N:25]=1.Cl.N1C=CC=CC=1N.[OH-].[Na+]. Product: [F:1][C:2]1[CH:3]=[C:4]([NH:5][C:24]2[CH:29]=[C:28]([C:30]([F:33])([F:31])[F:32])[N:27]=[C:26]([NH2:34])[N:25]=2)[CH:6]=[CH:7][C:8]=1[O:9][C:10]1[CH:15]=[CH:14][N:13]=[C:12]2[NH:16][CH:17]=[C:18]([CH2:19][CH2:20][O:21][CH3:22])[C:11]=12. The catalyst class is: 6. (3) The catalyst class is: 89. Reactant: C([NH:8][CH:9]1[CH2:14][CH2:13][N:12]([S:15]([CH3:18])(=[O:17])=[O:16])[CH2:11][CH2:10]1)(OC(C)(C)C)=O. Product: [CH3:18][S:15]([N:12]1[CH2:11][CH2:10][CH:9]([NH2:8])[CH2:14][CH2:13]1)(=[O:17])=[O:16].